This data is from NCI-60 drug combinations with 297,098 pairs across 59 cell lines. The task is: Regression. Given two drug SMILES strings and cell line genomic features, predict the synergy score measuring deviation from expected non-interaction effect. (1) Drug 1: C(CN)CNCCSP(=O)(O)O. Drug 2: N.N.Cl[Pt+2]Cl. Cell line: SF-539. Synergy scores: CSS=44.0, Synergy_ZIP=-7.90, Synergy_Bliss=-3.30, Synergy_Loewe=-2.60, Synergy_HSA=0.0745. (2) Drug 1: C1CCC(CC1)NC(=O)N(CCCl)N=O. Drug 2: CC1=C(C=C(C=C1)NC(=O)C2=CC=C(C=C2)CN3CCN(CC3)C)NC4=NC=CC(=N4)C5=CN=CC=C5. Synergy scores: CSS=9.51, Synergy_ZIP=3.09, Synergy_Bliss=9.81, Synergy_Loewe=5.61, Synergy_HSA=5.29. Cell line: MDA-MB-435. (3) Drug 1: CC1=CC=C(C=C1)C2=CC(=NN2C3=CC=C(C=C3)S(=O)(=O)N)C(F)(F)F. Drug 2: CN1C(=O)N2C=NC(=C2N=N1)C(=O)N. Cell line: M14. Synergy scores: CSS=-3.63, Synergy_ZIP=1.15, Synergy_Bliss=-1.99, Synergy_Loewe=-3.57, Synergy_HSA=-5.35. (4) Synergy scores: CSS=27.9, Synergy_ZIP=7.79, Synergy_Bliss=14.6, Synergy_Loewe=14.7, Synergy_HSA=14.9. Cell line: IGROV1. Drug 2: CCC(=C(C1=CC=CC=C1)C2=CC=C(C=C2)OCCN(C)C)C3=CC=CC=C3.C(C(=O)O)C(CC(=O)O)(C(=O)O)O. Drug 1: CCC1(CC2CC(C3=C(CCN(C2)C1)C4=CC=CC=C4N3)(C5=C(C=C6C(=C5)C78CCN9C7C(C=CC9)(C(C(C8N6C=O)(C(=O)OC)O)OC(=O)C)CC)OC)C(=O)OC)O.OS(=O)(=O)O. (5) Drug 1: CN(C)C1=NC(=NC(=N1)N(C)C)N(C)C. Drug 2: CC(C)NC(=O)C1=CC=C(C=C1)CNNC.Cl. Cell line: SN12C. Synergy scores: CSS=0.785, Synergy_ZIP=-1.24, Synergy_Bliss=-3.06, Synergy_Loewe=-7.68, Synergy_HSA=-4.24.